Dataset: Forward reaction prediction with 1.9M reactions from USPTO patents (1976-2016). Task: Predict the product of the given reaction. (1) Given the reactants C(Cl)Cl.C(OC([NH:11][CH2:12][C:13]1[CH:14]=[C:15]([C:19]2[N:24]=[C:23]([C:25]([NH:27][C:28]3[CH:33]=[CH:32][CH:31]=[CH:30][C:29]=3[CH2:34][C:35]([O:37]C(C)(C)C)=[O:36])=[O:26])[CH:22]=[C:21]([Cl:42])[CH:20]=2)[CH:16]=[CH:17][CH:18]=1)=O)(C)(C)C.[C:43]([OH:49])([C:45]([F:48])([F:47])[F:46])=[O:44], predict the reaction product. The product is: [NH2:11][CH2:12][C:13]1[CH:14]=[C:15]([C:19]2[N:24]=[C:23]([C:25]([NH:27][C:28]3[CH:33]=[CH:32][CH:31]=[CH:30][C:29]=3[CH2:34][C:35]([OH:37])=[O:36])=[O:26])[CH:22]=[C:21]([Cl:42])[CH:20]=2)[CH:16]=[CH:17][CH:18]=1.[C:43]([OH:49])([C:45]([F:48])([F:47])[F:46])=[O:44]. (2) Given the reactants [CH2:1]=[CH:2][C:3]1[CH:8]=[CH:7][CH:6]=[CH:5][CH:4]=1.[C:9]([OH:14])(=[O:13])[C:10]([CH3:12])=[CH2:11], predict the reaction product. The product is: [CH:1]([CH2:12][C:10](=[CH2:11])[C:9]([OH:14])=[O:13])=[CH:2][C:3]1[CH:8]=[CH:7][CH:6]=[CH:5][CH:4]=1.